From a dataset of Full USPTO retrosynthesis dataset with 1.9M reactions from patents (1976-2016). Predict the reactants needed to synthesize the given product. (1) Given the product [Br:17][C:18]1[N:23]=[C:22]2[N:24]([CH2:3][CH2:4][N:5]3[CH2:10][CH2:9][CH2:8][CH2:7][CH2:6]3)[N:25]=[C:26]([C:27]3[CH:32]=[CH:31][CH:30]=[CH:29][CH:28]=3)[C:21]2=[C:20]([C:33]([F:35])([F:36])[F:34])[CH:19]=1, predict the reactants needed to synthesize it. The reactants are: Cl.Cl[CH2:3][CH2:4][N:5]1[CH2:10][CH2:9][CH2:8][CH2:7][CH2:6]1.C(=O)([O-])[O-].[K+].[K+].[Br:17][C:18]1[N:23]=[C:22]2[NH:24][N:25]=[C:26]([C:27]3[CH:32]=[CH:31][CH:30]=[CH:29][CH:28]=3)[C:21]2=[C:20]([C:33]([F:36])([F:35])[F:34])[CH:19]=1.O. (2) Given the product [NH2:14][CH:15]1[CH2:19][CH2:18][N:17]([C:20]2[CH:25]=[CH:24][C:23]([C:26]#[N:27])=[CH:22][N:21]=2)[CH2:16]1, predict the reactants needed to synthesize it. The reactants are: FC(F)(F)C(O)=O.C(OC(=O)[NH:14][CH:15]1[CH2:19][CH2:18][N:17]([C:20]2[CH:25]=[CH:24][C:23]([C:26]#[N:27])=[CH:22][N:21]=2)[CH2:16]1)(C)(C)C. (3) Given the product [CH3:10][C:11]1([C:15]2[CH:16]=[C:17]([NH2:18])[N:7]([C:4]3[CH:5]=[CH:6][C:1]([CH3:9])=[CH:2][CH:3]=3)[N:8]=2)[CH2:14][O:13][CH2:12]1, predict the reactants needed to synthesize it. The reactants are: [C:1]1([CH3:9])[CH:6]=[CH:5][C:4]([NH:7][NH2:8])=[CH:3][CH:2]=1.[CH3:10][C:11]1([C:15](=O)[CH2:16][C:17]#[N:18])[CH2:14][O:13][CH2:12]1. (4) The reactants are: [F:1][C:2]1[CH:3]=[C:4]([C:17]2[CH:22]=[C:21]([F:23])[CH:20]=[CH:19][C:18]=2[O:24]C)[CH:5]=[CH:6][C:7]=1[S:8]([C:11]1[CH:16]=[CH:15][CH:14]=[CH:13][CH:12]=1)(=[O:10])=[O:9].B(Br)(Br)Br. Given the product [F:1][C:2]1[CH:3]=[C:4]([C:17]2[C:18]([OH:24])=[CH:19][CH:20]=[C:21]([F:23])[CH:22]=2)[CH:5]=[CH:6][C:7]=1[S:8]([C:11]1[CH:12]=[CH:13][CH:14]=[CH:15][CH:16]=1)(=[O:10])=[O:9], predict the reactants needed to synthesize it. (5) Given the product [Br:1][C:2]1[CH:3]=[C:4]([CH:9]([CH3:13])[C:10]([NH:27][C:24]2[CH:23]=[CH:22][C:21]([C:19]3[CH:18]=[CH:17][N:16]=[C:15]([CH3:14])[CH:20]=3)=[CH:26][CH:25]=2)=[O:12])[CH:5]=[C:6]([Cl:8])[CH:7]=1, predict the reactants needed to synthesize it. The reactants are: [Br:1][C:2]1[CH:3]=[C:4]([CH:9]([CH3:13])[C:10]([OH:12])=O)[CH:5]=[C:6]([Cl:8])[CH:7]=1.[CH3:14][C:15]1[CH:20]=[C:19]([C:21]2[CH:26]=[CH:25][C:24]([NH2:27])=[CH:23][CH:22]=2)[CH:18]=[CH:17][N:16]=1.CN(C(ON1N=NC2C=CC=CC1=2)=[N+](C)C)C.[B-](F)(F)(F)F.